This data is from Forward reaction prediction with 1.9M reactions from USPTO patents (1976-2016). The task is: Predict the product of the given reaction. (1) Given the reactants Cl.[NH:2]1[CH2:6][CH2:5][C@@H:4]([OH:7])[CH2:3]1.[C:8]([O:12][C:13](O[C:13]([O:12][C:8]([CH3:11])([CH3:10])[CH3:9])=[O:14])=[O:14])([CH3:11])([CH3:10])[CH3:9].CCN(C(C)C)C(C)C, predict the reaction product. The product is: [C:8]([O:12][C:13]([N:2]1[CH2:6][CH2:5][C@@H:4]([OH:7])[CH2:3]1)=[O:14])([CH3:11])([CH3:10])[CH3:9]. (2) Given the reactants C([C:5]1[C:10]([NH2:11])=[C:9]([N:12]2[CH2:17][CH2:16][CH2:15][CH:14]([O:18][Si:19]([C:22]([CH3:25])([CH3:24])[CH3:23])([CH3:21])[CH3:20])[CH2:13]2)[CH:8]=[CH:7][N:6]=1)(C)(C)C.[NH2:26][C:27]1[C:28]([C:34](O)=[O:35])=[N:29][C:30]([Br:33])=[CH:31][CH:32]=1, predict the reaction product. The product is: [NH2:26][C:27]1[C:28]([C:34]([NH:11][C:10]2[CH:5]=[N:6][CH:7]=[CH:8][C:9]=2[N:12]2[CH2:17][CH2:16][CH2:15][CH:14]([O:18][Si:19]([C:22]([CH3:23])([CH3:24])[CH3:25])([CH3:21])[CH3:20])[CH2:13]2)=[O:35])=[N:29][C:30]([Br:33])=[CH:31][CH:32]=1. (3) Given the reactants Cl.[C:2]1([NH:8]N)[CH:7]=[CH:6][CH:5]=[CH:4][CH:3]=1.[C:10]([CH:13]([CH3:22])[CH2:14][CH2:15][CH2:16][CH2:17][CH2:18][C:19]([OH:21])=[O:20])(=O)[CH3:11], predict the reaction product. The product is: [CH3:11][C:10]1[C:13]([CH2:14][CH2:15][CH2:16][CH2:17][CH2:18][C:19]([OH:21])=[O:20])([CH3:22])[C:7]2[C:2](=[CH:3][CH:4]=[CH:5][CH:6]=2)[N:8]=1. (4) Given the reactants [Cl:1][C:2]1[CH:3]=[CH:4][C:5]([CH3:9])=[C:6]([CH:8]=1)[NH2:7].[N:10]([O-])=O.[Na+].O.O.[Sn](Cl)(Cl)(Cl)Cl, predict the reaction product. The product is: [ClH:1].[Cl:1][C:2]1[CH:3]=[CH:4][C:5]([CH3:9])=[C:6]([NH:7][NH2:10])[CH:8]=1. (5) Given the reactants [N+:1]([C:4]1[CH:5]=[N:6][CH:7]=[CH:8][CH:9]=1)([O-])=O.[CH:10]([Mg]Br)=[CH2:11], predict the reaction product. The product is: [NH:1]1[C:4]2[C:9](=[CH:8][CH:7]=[N:6][CH:5]=2)[CH:11]=[CH:10]1. (6) Given the reactants [F:1][C:2]([F:8])([F:7])[CH2:3][CH2:4][CH:5]=O.FC(F)(F)C(O)=O.[NH2:16][C:17]1[CH:25]=[CH:24][C:23]([F:26])=[CH:22][C:18]=1[C:19]([OH:21])=[O:20].C(O[BH-](OC(=O)C)OC(=O)C)(=O)C.[Na+], predict the reaction product. The product is: [F:26][C:23]1[CH:24]=[CH:25][C:17]([NH:16][CH2:5][CH2:4][CH2:3][C:2]([F:8])([F:7])[F:1])=[C:18]([CH:22]=1)[C:19]([OH:21])=[O:20]. (7) Given the reactants C([O:3][P:4]([CH2:9][CH2:10][N:11]1[CH2:19][CH2:18][CH2:17][NH:16][C:15]2[C:14](=[O:20])[C:13](=[O:21])[C:12]1=2)(=[O:8])[O:5]CC)C.C[Si](Br)(C)C.O, predict the reaction product. The product is: [CH2:18]1[CH2:19][N:11]([CH2:10][CH2:9][P:4]([OH:5])([OH:8])=[O:3])[C:12]2=[C:13]([OH:21])[C:14](=[O:20])[C:15]2=[N:16][CH2:17]1. (8) The product is: [CH3:12][C:13]1[CH:18]=[C:17]([CH3:19])[N:16]=[C:15]([N:20]2[CH2:21][CH2:22][N:23]([C:2]3[CH:3]=[CH:4][C:5]([N+:9]([O-:11])=[O:10])=[C:6]([CH3:8])[CH:7]=3)[CH2:24][CH2:25]2)[CH:14]=1. Given the reactants Cl[C:2]1[CH:3]=[CH:4][C:5]([N+:9]([O-:11])=[O:10])=[C:6]([CH3:8])[CH:7]=1.[CH3:12][C:13]1[CH:18]=[C:17]([CH3:19])[N:16]=[C:15]([N:20]2[CH2:25][CH2:24][NH:23][CH2:22][CH2:21]2)[CH:14]=1.C(=O)([O-])[O-].[K+].[K+], predict the reaction product. (9) Given the reactants [NH2:1][C:2]1[C:3]([C:18]([NH:20][CH3:21])=[O:19])=[N:4][C:5]([CH:8]2[CH2:17][CH2:16][C:11]3(OCC[O:12]3)[CH2:10][CH2:9]2)=[CH:6][CH:7]=1.CC(O)=O.O, predict the reaction product. The product is: [NH2:1][C:2]1[C:3]([C:18]([NH:20][CH3:21])=[O:19])=[N:4][C:5]([CH:8]2[CH2:9][CH2:10][C:11](=[O:12])[CH2:16][CH2:17]2)=[CH:6][CH:7]=1.